Task: Predict the product of the given reaction.. Dataset: Forward reaction prediction with 1.9M reactions from USPTO patents (1976-2016) The product is: [NH2:16][C:13]1[CH:14]=[CH:15][C:10]([CH2:9][N:8]([CH2:19][C:20]2[CH:21]=[CH:22][C:23]([NH2:26])=[CH:24][CH:25]=2)[CH2:1][C:2]2[CH:7]=[CH:6][CH:5]=[CH:4][CH:3]=2)=[CH:11][CH:12]=1. Given the reactants [CH2:1]([N:8]([CH2:19][C:20]1[CH:25]=[CH:24][C:23]([N+:26]([O-])=O)=[CH:22][CH:21]=1)[CH2:9][C:10]1[CH:15]=[CH:14][C:13]([N+:16]([O-])=O)=[CH:12][CH:11]=1)[C:2]1[CH:7]=[CH:6][CH:5]=[CH:4][CH:3]=1.[Cl-].[Ca+2].[Cl-], predict the reaction product.